This data is from Forward reaction prediction with 1.9M reactions from USPTO patents (1976-2016). The task is: Predict the product of the given reaction. (1) The product is: [Cl:1][C:2]1[CH:7]=[CH:6][C:5]([OH:8])=[CH:4][C:3]=1[C:10]1[CH:36]=[C:35]([CH3:37])[C:13]2[N:14]=[C:15]([NH:18][C:19]3[CH:24]=[CH:23][CH:22]=[C:21]([S:25]([N:28]4[CH2:33][CH2:32][N:31]([CH3:34])[CH2:30][CH2:29]4)(=[O:26])=[O:27])[CH:20]=3)[N:16]=[N:17][C:12]=2[CH:11]=1. Given the reactants [Cl:1][C:2]1[CH:7]=[CH:6][C:5]([O:8]C)=[CH:4][C:3]=1[C:10]1[CH:36]=[C:35]([CH3:37])[C:13]2[N:14]=[C:15]([NH:18][C:19]3[CH:24]=[CH:23][CH:22]=[C:21]([S:25]([N:28]4[CH2:33][CH2:32][N:31]([CH3:34])[CH2:30][CH2:29]4)(=[O:27])=[O:26])[CH:20]=3)[N:16]=[N:17][C:12]=2[CH:11]=1.B(Br)(Br)Br, predict the reaction product. (2) The product is: [N:13]1[CH:14]=[CH:15][C:10]([CH2:9][N:6]2[C:5]3[CH:16]=[CH:17][CH:2]=[C:3]([NH2:18])[C:4]=3[N:8]=[CH:7]2)=[CH:11][CH:12]=1. Given the reactants C[C:2]1[CH:17]=[CH:16][C:5]2[N:6]([CH2:9][C:10]3[CH:15]=[CH:14][N:13]=[CH:12][CH:11]=3)[CH:7]=[N:8][C:4]=2[C:3]=1[NH2:18].[N+](C1C2N=CN(CC3C=CN=CC=3)C=2C=CC=1)([O-])=O, predict the reaction product.